This data is from hERG potassium channel inhibition data for cardiac toxicity prediction from Karim et al.. The task is: Regression/Classification. Given a drug SMILES string, predict its toxicity properties. Task type varies by dataset: regression for continuous values (e.g., LD50, hERG inhibition percentage) or binary classification for toxic/non-toxic outcomes (e.g., AMES mutagenicity, cardiotoxicity, hepatotoxicity). Dataset: herg_karim. The drug is COc1ccc(Cn2c(C3CCCN(C4CCOCC4)C3)nc3ccccc32)cc1. The result is 0 (non-blocker).